From a dataset of Experimentally validated miRNA-target interactions with 360,000+ pairs, plus equal number of negative samples. Binary Classification. Given a miRNA mature sequence and a target amino acid sequence, predict their likelihood of interaction. (1) The miRNA is hsa-miR-4708-5p with sequence AGAGAUGCCGCCUUGCUCCUU. The protein sequence of the target gene is MRCFRWWLYSGWWWLTFGCARTVTVGFVAPTVRAQSTVVRSEPAPPSETRRDNNDTSYFSSTSFHSSVSPATSVDRQFRRTTYDRWDGRRWLRTRYGNASACVTGTQWSTNFFFSQCEHYPSFVKLNGVQRWTPVRRPMGEVAYYGGCCMVGGGNRAYVILVSGYGTASYGNALRVDFGRGNCTAPKRTYPRRLELHDGRTDPSRCDPYQVYFYGLQCPEQLVITAHGGVGMRRCPTGSRPTPSRPHRHDLENELHGLCVDLLVCVLLLALLLLELVPMEAVRHPLLFWRRVALSPSTSK.... Result: 0 (no interaction). (2) The miRNA is hsa-miR-550a-3p with sequence UGUCUUACUCCCUCAGGCACAU. The protein sequence of the target gene is MAAKEKLEAVLNVALRVPSIMLLDVLYRWDVSSFFQQIQRSSLSNNPLFQYKYLALNMHYVGYILSVVLLTLPRQHLVQLYLYFLTALLLYAGHQISRDYVRSELEFAYEGPMYLEPLSMNRFTTALIGQLVVCTLCSCVMKTKQIWLFSAHMLPLLARLCLVPLETIVIINKFAMIFTGLEVLYFLGSNLLVPYNLAKSAYRELVQVVEVYGLLALGMSLWNQLVVPVLFMVFWLVLFALQIYSYFSTRDQPASRERLLFLFLTSIAECCSTPYSLLGLVFTVSFVALGVLTLCKFYLQ.... Result: 0 (no interaction). (3) The miRNA is hsa-miR-4798-3p with sequence AACUCACGAAGUAUACCGAAGU. The protein sequence of the target gene is MANETQKVGAIHFPFPFTPYSIQEDFMAELYRVLEAGKIGIFESPTGTGKSLSLICGALSWLRDFEQKKREEEARLLETGTGPLHDEKDESLCLSSSCEGAAGTPRPAGEPAWVTQFVQKKEERDLVDRLKAEQARRKQREERLQQLQHRVQLKYAAKRLRQEEEERENLLRLSREMLETGPEAERLEQLESGEEELVLAEYESDEEKKVASRVDEDEDDLEEEHITKIYYCSRTHSQLAQFVHEVKKSPFGKDVRLVSLGSRQNLCVNEDVKSLGSVQLINDRCVDMQRSRHEKKKGAE.... Result: 0 (no interaction). (4) The miRNA is hsa-miR-548y with sequence AAAAGUAAUCACUGUUUUUGCC. The protein sequence of the target gene is MKCFFPVLSCLAVLGVVSAQRQVTVQEGPLYRTESSHITIWCNVSGYQGPSEQNFQWSIYLPSAPEREVQIVSTVDSSFPYAIYTQRVRGGKIYVERIQGNSALLHITDLQARDAGEYECHTPNTDERYFGSYSAKMNLVVIPDSLQTTAVPQTLHKVEQDPLELSCEVATETVQHTHLSVSWLRQKGGENPVEVISLSRDFILHSSSEYAQRQSLGEVRLDKLGRSTFRLTIFHLQPSDQGEFYCEAAEWIQDPDGSWYAMTRKRSEGAVVNVQPTDKEFTVRLETDKRLHTVGEPVEF.... Result: 0 (no interaction). (5) The miRNA is hsa-miR-3682-5p with sequence CUACUUCUACCUGUGUUAUCAU. The protein sequence of the target gene is MAGYLPPKGYAPSPPPPYPVTPGYPEPALHPGPGQAPVPAQVPAPAPGFALFPSPGPVALGSAAPFLPLPGVPSGLEFLVQIDQILIHQKAERVETFLGWETCNRYELRSGAGQPLGQAAEESNCCARLCCGARRPLRVRLADPGDREVLRLLRPLHCGCSCCPCGLQEMEVQAPPGTTIGHVLQTWHPFLPKFSIQDADRQTVLRVVGPCWTCGCGTDTNFEVKTRDESRSVGRISKQWGGLVREALTDADDFGLQFPLDLDVRVKAVLLGATFLIDYMFFEKRGGAGPSAVTS. Result: 0 (no interaction). (6) The miRNA is hsa-miR-506-3p with sequence UAAGGCACCCUUCUGAGUAGA. The protein sequence of the target gene is MSMLRLQKRLASSVLRCGKKKVWLDPNETNEIANANSRQQIRKLIKDGLIIRKPVTVHSRARCRKNTLARRKGRHMGIGKRKGTANARMPEKVTWMRRMRILRRLLRRYRESKKIDRHMYHSLYLKVKGNVFKNKRILMEHIHKLKADKARKKLLADQAEARRSKTKEARKRREERLQAKKEEIIKTLSKEEETKK. Result: 1 (interaction). (7) The protein sequence of the target gene is MDASTPLPPASSSPRCNPAPQTIHIEFPHHSSSLLESLNRHRLEGKFCDVSLLVQGRELRAHKAVLAAASPYFHDKLLLGDAPRLTLPNVIEADAFEGLLQLIYSGSLHLPLDALPAHLLVASGLQMWQVVDRCSEILRELETSGGISAGGRASSLTLISTTSSGGWCIRSSPFQNPVRSSASTENSVLPESPAGGEGSELEGMLQIQVKVEEEEEQGSAAPLFQTPQPERVSGGVSQACGSHPLPTPALPSKPSEDESSTVDPPAPPVQASQILYVNQENVECKEEIARGTKEKTKVLS.... The miRNA is mmu-miR-3473c with sequence UCUCUCCAGCCCCCAUAAUAAG. Result: 1 (interaction).